From a dataset of HIV replication inhibition screening data with 41,000+ compounds from the AIDS Antiviral Screen. Binary Classification. Given a drug SMILES string, predict its activity (active/inactive) in a high-throughput screening assay against a specified biological target. (1) The compound is CC(=O)C(CN1C(=O)c2ccccc2C1=O)C(C)=O. The result is 0 (inactive). (2) The drug is C[Sn](C)(C)c1cccc2ccccc12. The result is 0 (inactive). (3) The compound is ON=C(CC(O)(C(F)(F)F)C(F)(F)F)c1ccccc1. The result is 0 (inactive). (4) The compound is CC12CCC(=O)N1c1cc(Cl)ccc1N2. The result is 0 (inactive). (5) The molecule is CC(=O)Oc1ccccc1-c1cc2ccccc2oc1=O. The result is 0 (inactive). (6) The drug is O=c1c2ccc(Cl)cc2nc2n1OCC2. The result is 0 (inactive). (7) The drug is CC[n+]1c2ccc(C)cc2nc2c3ccccc3c(N)cc21. The result is 0 (inactive). (8) The drug is CC(C)(C)[Si](C)(C)OCC1OC(n2ccc(=N)[nH]c2=O)C(O[Si](C)(C)C(C)(C)C)C1O[Si](C)(C)C(C)(C)C. The result is 0 (inactive).